Task: Predict the reactants needed to synthesize the given product.. Dataset: Full USPTO retrosynthesis dataset with 1.9M reactions from patents (1976-2016) Given the product [Br:12][CH:9]([CH3:10])[C:8]([C:7]1[C:2]([F:1])=[N:3][CH:4]=[CH:5][CH:6]=1)=[O:11], predict the reactants needed to synthesize it. The reactants are: [F:1][C:2]1[C:7]([C:8](=[O:11])[CH2:9][CH3:10])=[CH:6][CH:5]=[CH:4][N:3]=1.[BrH:12].BrBr.